Dataset: Reaction yield outcomes from USPTO patents with 853,638 reactions. Task: Predict the reaction yield, written as a fraction of the theoretical maximum amount of product (1.0 means a 100% yield; for example, 0.34 means a 34% yield). (1) The reactants are [C:1]([O:5][C:6]([N:8]1[CH2:12][CH2:11][C@H:10]([OH:13])[CH2:9]1)=[O:7])([CH3:4])([CH3:3])[CH3:2].[CH2:14]([N:21]1[CH2:31][CH2:30][C:24]2[N:25]=[CH:26][N:27]=[C:28](Cl)[C:23]=2[CH2:22]1)[C:15]1[CH:20]=[CH:19][CH:18]=[CH:17][CH:16]=1. The catalyst is C1COCC1. The product is [C:1]([O:5][C:6]([N:8]1[CH2:12][CH2:11][C@H:10]([O:13][C:28]2[C:23]3[CH2:22][N:21]([CH2:14][C:15]4[CH:20]=[CH:19][CH:18]=[CH:17][CH:16]=4)[CH2:31][CH2:30][C:24]=3[N:25]=[CH:26][N:27]=2)[CH2:9]1)=[O:7])([CH3:4])([CH3:2])[CH3:3]. The yield is 0.850. (2) The reactants are [Cl:1][C:2]1[CH:29]=[CH:28][C:5]2[NH:6][C:7](=[O:27])[CH:8]([CH2:19][C:20]3[CH:25]=[CH:24][CH:23]=[CH:22][C:21]=3[CH3:26])[N:9]=[C:10]([C:11]3[CH:16]=[CH:15][C:14]([O:17]C)=[CH:13][CH:12]=3)[C:4]=2[CH:3]=1.CCS. The catalyst is C(Br)Br. The product is [Cl:1][C:2]1[CH:29]=[CH:28][C:5]2[NH:6][C:7](=[O:27])[CH:8]([CH2:19][C:20]3[CH:25]=[CH:24][CH:23]=[CH:22][C:21]=3[CH3:26])[N:9]=[C:10]([C:11]3[CH:16]=[CH:15][C:14]([OH:17])=[CH:13][CH:12]=3)[C:4]=2[CH:3]=1. The yield is 0.800. (3) The reactants are [Cl:1][C:2]1[CH:7]=[CH:6][C:5]([C:8]2[C:13]([CH:14]([CH2:19][CH2:20][CH3:21])[C:15]([O:17]C)=[O:16])=[C:12]([CH3:22])[N:11]=[C:10]([C:23]3[CH:28]=[CH:27][CH:26]=[CH:25][CH:24]=3)[N:9]=2)=[CH:4][CH:3]=1.[OH-].[Na+]. The catalyst is CO. The product is [Cl:1][C:2]1[CH:3]=[CH:4][C:5]([C:8]2[C:13]([CH:14]([CH2:19][CH2:20][CH3:21])[C:15]([OH:17])=[O:16])=[C:12]([CH3:22])[N:11]=[C:10]([C:23]3[CH:24]=[CH:25][CH:26]=[CH:27][CH:28]=3)[N:9]=2)=[CH:6][CH:7]=1. The yield is 0.480. (4) The catalyst is C1COCC1. The yield is 1.00. The reactants are [C:1]1([C@@H:7]2[CH2:11][O:10][C:9](=[O:12])[NH:8]2)[CH:6]=[CH:5][CH:4]=[CH:3][CH:2]=1.[Li+].CCC[CH2-].[F:18][C:19]([F:32])([F:31])[C:20]1[CH:25]=[CH:24][C:23](/[CH:26]=[CH:27]/[C:28](Cl)=[O:29])=[CH:22][CH:21]=1. The product is [C:1]1([C@@H:7]2[CH2:11][O:10][C:9](=[O:12])[N:8]2[C:28](=[O:29])/[CH:27]=[CH:26]/[C:23]2[CH:22]=[CH:21][C:20]([C:19]([F:31])([F:32])[F:18])=[CH:25][CH:24]=2)[CH:2]=[CH:3][CH:4]=[CH:5][CH:6]=1. (5) The catalyst is CCO.O.CCO.[Fe]. The reactants are [CH3:1][N:2]([CH2:4][C:5]1[CH:6]=[C:7]([C:11]2[CH:16]=[C:15]([N+:17]([O-])=O)[CH:14]=[CH:13][C:12]=2[O:20][CH3:21])[CH:8]=[CH:9][CH:10]=1)[CH3:3].Cl. The product is [CH3:3][N:2]([CH2:4][C:5]1[CH:6]=[C:7]([C:11]2[CH:16]=[C:15]([CH:14]=[CH:13][C:12]=2[O:20][CH3:21])[NH2:17])[CH:8]=[CH:9][CH:10]=1)[CH3:1]. The yield is 0.570. (6) The reactants are [N+:1]([C:4]1[CH:5]=[N:6][NH:7][CH:8]=1)([O-:3])=[O:2].[N:9]1[CH:14]=[CH:13][C:12]([CH2:15]O)=[CH:11][CH:10]=1.C1(P(C2C=CC=CC=2)C2C=CC=CC=2)C=CC=CC=1.N(C(OC(C)(C)C)=O)=NC(OC(C)(C)C)=O. The catalyst is C1COCC1. The product is [N+:1]([C:4]1[CH:5]=[N:6][N:7]([CH2:15][C:12]2[CH:13]=[CH:14][N:9]=[CH:10][CH:11]=2)[CH:8]=1)([O-:3])=[O:2]. The yield is 0.650. (7) The reactants are [CH3:1][C:2]1[CH:3]=[C:4]2[C:8](=[CH:9][CH:10]=1)[N:7]([CH2:11][CH:12]([CH3:14])[CH3:13])[CH:6]=[C:5]2[C:15]([O:17]C)=[O:16].[OH-].[Na+].C(O)(C)C.Cl. The catalyst is CO.C(Cl)Cl. The product is [CH3:1][C:2]1[CH:3]=[C:4]2[C:8](=[CH:9][CH:10]=1)[N:7]([CH2:11][CH:12]([CH3:14])[CH3:13])[CH:6]=[C:5]2[C:15]([OH:17])=[O:16]. The yield is 0.900.